This data is from Full USPTO retrosynthesis dataset with 1.9M reactions from patents (1976-2016). The task is: Predict the reactants needed to synthesize the given product. Given the product [CH3:23][C:24]([CH2:25][CH2:26][NH:21][C@H:16]([C:14]([NH:13][C@H:5]([C:3]([O:2][CH3:1])=[O:4])[CH2:6][C:7]1[CH:12]=[CH:11][CH:10]=[CH:9][CH:8]=1)=[O:15])[CH2:17][C:18]([OH:20])=[O:19])([CH3:29])[CH3:28], predict the reactants needed to synthesize it. The reactants are: [CH3:1][O:2][C:3]([C@@H:5]([NH:13][C:14]([C@@H:16]([NH2:21])[CH2:17][C:18]([OH:20])=[O:19])=[O:15])[CH2:6][C:7]1[CH:12]=[CH:11][CH:10]=[CH:9][CH:8]=1)=[O:4].Cl.[CH3:23][C:24]([CH3:29])([CH3:28])[CH2:25][CH:26]=O.C(=O)([O-])O.[Na+].